From a dataset of NCI-60 drug combinations with 297,098 pairs across 59 cell lines. Regression. Given two drug SMILES strings and cell line genomic features, predict the synergy score measuring deviation from expected non-interaction effect. (1) Drug 1: C1=CC(=C(C=C1I)F)NC2=C(C=CC(=C2F)F)C(=O)NOCC(CO)O. Drug 2: CNC(=O)C1=NC=CC(=C1)OC2=CC=C(C=C2)NC(=O)NC3=CC(=C(C=C3)Cl)C(F)(F)F. Cell line: UACC62. Synergy scores: CSS=79.1, Synergy_ZIP=5.75, Synergy_Bliss=5.29, Synergy_Loewe=5.99, Synergy_HSA=10.9. (2) Drug 1: CCCS(=O)(=O)NC1=C(C(=C(C=C1)F)C(=O)C2=CNC3=C2C=C(C=N3)C4=CC=C(C=C4)Cl)F. Drug 2: CC(CN1CC(=O)NC(=O)C1)N2CC(=O)NC(=O)C2. Cell line: DU-145. Synergy scores: CSS=-1.10, Synergy_ZIP=-5.71, Synergy_Bliss=-6.22, Synergy_Loewe=-10.3, Synergy_HSA=-8.96. (3) Drug 1: CC1=C2C(C(=O)C3(C(CC4C(C3C(C(C2(C)C)(CC1OC(=O)C(C(C5=CC=CC=C5)NC(=O)OC(C)(C)C)O)O)OC(=O)C6=CC=CC=C6)(CO4)OC(=O)C)OC)C)OC. Drug 2: CC1=CC2C(CCC3(C2CCC3(C(=O)C)OC(=O)C)C)C4(C1=CC(=O)CC4)C. Cell line: NCI-H322M. Synergy scores: CSS=39.6, Synergy_ZIP=10.7, Synergy_Bliss=8.17, Synergy_Loewe=-64.6, Synergy_HSA=4.96. (4) Drug 1: C1=C(C(=O)NC(=O)N1)N(CCCl)CCCl. Drug 2: C1CCC(C(C1)N)N.C(=O)(C(=O)[O-])[O-].[Pt+4]. Cell line: CAKI-1. Synergy scores: CSS=53.4, Synergy_ZIP=-2.09, Synergy_Bliss=-2.00, Synergy_Loewe=-2.90, Synergy_HSA=3.18. (5) Drug 1: CC1C(C(CC(O1)OC2CC(CC3=C2C(=C4C(=C3O)C(=O)C5=C(C4=O)C(=CC=C5)OC)O)(C(=O)C)O)N)O.Cl. Drug 2: CC1CCC2CC(C(=CC=CC=CC(CC(C(=O)C(C(C(=CC(C(=O)CC(OC(=O)C3CCCCN3C(=O)C(=O)C1(O2)O)C(C)CC4CCC(C(C4)OC)O)C)C)O)OC)C)C)C)OC. Cell line: EKVX. Synergy scores: CSS=29.4, Synergy_ZIP=-4.48, Synergy_Bliss=-2.99, Synergy_Loewe=-12.0, Synergy_HSA=-0.994.